Dataset: Catalyst prediction with 721,799 reactions and 888 catalyst types from USPTO. Task: Predict which catalyst facilitates the given reaction. (1) Reactant: [CH3:1][NH:2][C:3]1[CH:8]=[C:7]([CH3:9])[CH:6]=[CH:5][C:4]=1[N+:10]([O-])=O.[H][H]. Product: [CH3:1][NH:2][C:3]1[C:4]([NH2:10])=[CH:5][CH:6]=[C:7]([CH3:9])[CH:8]=1. The catalyst class is: 43. (2) Reactant: [C:1]1([CH2:11][NH:12][S:13]([C:16]2[CH:25]=[CH:24][CH:23]=[C:22]3[C:17]=2[CH:18]=[CH:19][CH:20]=[C:21]3[NH:26]C(=O)C)(=[O:15])=[O:14])[C:10]2[C:5](=[CH:6][CH:7]=[CH:8][CH:9]=2)[CH:4]=[CH:3][CH:2]=1.C(O)CC.[ClH:34]. Product: [ClH:34].[NH2:26][C:21]1[CH:20]=[CH:19][CH:18]=[C:17]2[C:22]=1[CH:23]=[CH:24][CH:25]=[C:16]2[S:13]([NH:12][CH2:11][C:1]1[C:10]2[C:5](=[CH:6][CH:7]=[CH:8][CH:9]=2)[CH:4]=[CH:3][CH:2]=1)(=[O:15])=[O:14]. The catalyst class is: 6. (3) Reactant: [I-].C[P+]([C:16]1[CH:21]=[CH:20][CH:19]=[CH:18][CH:17]=1)([C:16]1[CH:21]=[CH:20][CH:19]=[CH:18][CH:17]=1)[C:16]1[CH:21]=[CH:20][CH:19]=[CH:18][CH:17]=1.[CH:22]1([C:28]([C:30]2C=CC=CC=2)=O)[CH2:27][CH2:26][CH2:25][CH2:24][CH2:23]1. Product: [CH:22]1([C:28]([C:16]2[CH:17]=[CH:18][CH:19]=[CH:20][CH:21]=2)=[CH2:30])[CH2:27][CH2:26][CH2:25][CH2:24][CH2:23]1. The catalyst class is: 1. (4) The catalyst class is: 1. Product: [Cl:8][C:6]1[CH:5]=[CH:4][C:3]([CH3:9])=[C:2]([CH:7]=1)[CH:18]=[O:19]. Reactant: Br[C:2]1[CH:7]=[C:6]([Cl:8])[CH:5]=[CH:4][C:3]=1[CH3:9].[Li]CCCC.CN([CH:18]=[O:19])C. (5) Reactant: C[O:2][C:3]1[CH:4]=[CH:5][C:6]2[O:10][C:9]([C:11]3[CH:12]=[CH:13][C:14]([NH:17][CH3:18])=[N:15][CH:16]=3)=[CH:8][C:7]=2[CH:19]=1.C(Cl)Cl.B(Br)(Br)Br.C([O-])(O)=O.[Na+]. Product: [CH3:18][NH:17][C:14]1[N:15]=[CH:16][C:11]([C:9]2[O:10][C:6]3[CH:5]=[CH:4][C:3]([OH:2])=[CH:19][C:7]=3[CH:8]=2)=[CH:12][CH:13]=1. The catalyst class is: 6. (6) Reactant: N[C:2]1[CH:7]=[C:6]([CH3:8])[C:5]([Br:9])=[C:4]([CH3:10])[N:3]=1.N([O-])=O.[Na+].[ClH:15]. Product: [Br:9][C:5]1[C:4]([CH3:10])=[N:3][C:2]([Cl:15])=[CH:7][C:6]=1[CH3:8]. The catalyst class is: 6. (7) Reactant: [Cl:1][C:2]1[C:3]([F:42])=[C:4]([S:21]([N:24](CC2C=CC(OC)=CC=2OC)[C:25]2[CH:30]=[CH:29][N:28]=[CH:27][N:26]=2)(=[O:23])=[O:22])[CH:5]=[CH:6][C:7]=1[O:8][C@H:9]1[CH2:14][CH2:13][CH2:12][CH2:11][C@@H:10]1[C:15]1[N:19]([CH3:20])[N:18]=[CH:17][CH:16]=1.C([SiH](CC)CC)C.FC(F)(F)C(O)=O. Product: [Cl:1][C:2]1[C:3]([F:42])=[C:4]([S:21]([NH:24][C:25]2[CH:30]=[CH:29][N:28]=[CH:27][N:26]=2)(=[O:23])=[O:22])[CH:5]=[CH:6][C:7]=1[O:8][C@H:9]1[CH2:14][CH2:13][CH2:12][CH2:11][C@@H:10]1[C:15]1[N:19]([CH3:20])[N:18]=[CH:17][CH:16]=1. The catalyst class is: 4.